This data is from Reaction yield outcomes from USPTO patents with 853,638 reactions. The task is: Predict the reaction yield, written as a fraction of the theoretical maximum amount of product (1.0 means a 100% yield; for example, 0.34 means a 34% yield). The reactants are [C:1]([O:5][C:6](=[O:14])[NH:7][C@@H:8]1[CH2:12][C:11](=[O:13])[NH:10][CH2:9]1)([CH3:4])([CH3:3])[CH3:2].Br[C:16]1[CH:17]=[CH:18][C:19]2[O:24][CH2:23][C:22](=[O:25])[N:21]([CH2:26][O:27][CH3:28])[C:20]=2[CH:29]=1.C(=O)([O-])[O-].[K+].[K+].CNCCNC. The product is [C:1]([O:5][C:6](=[O:14])[NH:7][C@H:8]1[CH2:12][C:11](=[O:13])[N:10]([C:16]2[CH:17]=[CH:18][C:19]3[O:24][CH2:23][C:22](=[O:25])[N:21]([CH2:26][O:27][CH3:28])[C:20]=3[CH:29]=2)[CH2:9]1)([CH3:4])([CH3:2])[CH3:3]. The catalyst is [Cu]I.ClCCl.C1(C)C=CC=CC=1. The yield is 0.610.